This data is from Reaction yield outcomes from USPTO patents with 853,638 reactions. The task is: Predict the reaction yield, written as a fraction of the theoretical maximum amount of product (1.0 means a 100% yield; for example, 0.34 means a 34% yield). (1) The reactants are [NH2:1][C:2]1[CH:7]=[CH:6][N:5]([CH2:8][CH2:9][CH2:10][CH2:11][N:12]2[CH:16]=[C:15]([C:17]([NH:19][CH2:20][C:21]3[CH:26]=[CH:25][CH:24]=[C:23]([O:27][C:28]([F:31])([F:30])[F:29])[CH:22]=3)=[O:18])[N:14]=[N:13]2)[C:4](=[O:32])[CH:3]=1.CCN(C(C)C)C(C)C.[CH3:42][CH:43]([CH3:48])[CH2:44][C:45](Cl)=[O:46].[OH-].[Na+]. The catalyst is CN(C=O)C.C(Cl)Cl. The product is [CH3:42][CH:43]([CH3:48])[CH2:44][C:45]([NH:1][C:2]1[CH:7]=[CH:6][N:5]([CH2:8][CH2:9][CH2:10][CH2:11][N:12]2[CH:16]=[C:15]([C:17]([NH:19][CH2:20][C:21]3[CH:26]=[CH:25][CH:24]=[C:23]([O:27][C:28]([F:30])([F:31])[F:29])[CH:22]=3)=[O:18])[N:14]=[N:13]2)[C:4](=[O:32])[CH:3]=1)=[O:46]. The yield is 0.120. (2) The reactants are [BH4-].[Li+].[C:3]([O:7][C:8]([N:10]1[CH2:13][CH:12]([O:14][C:15]2[CH:20]=[CH:19][C:18]([NH:21][C:22]([C:24]3[S:28][C:27]([C:29]4[CH:34]=[CH:33][C:32]([Cl:35])=[CH:31][CH:30]=4)=[N:26][C:25]=3[CH2:36][C:37](OC)=[O:38])=[O:23])=[CH:17][C:16]=2[O:41][CH3:42])[CH2:11]1)=[O:9])([CH3:6])([CH3:5])[CH3:4].CC(C)=O.C(OCC)(=O)C. The catalyst is C1COCC1.O. The product is [C:3]([O:7][C:8]([N:10]1[CH2:13][CH:12]([O:14][C:15]2[CH:20]=[CH:19][C:18]([NH:21][C:22]([C:24]3[S:28][C:27]([C:29]4[CH:30]=[CH:31][C:32]([Cl:35])=[CH:33][CH:34]=4)=[N:26][C:25]=3[CH2:36][CH2:37][OH:38])=[O:23])=[CH:17][C:16]=2[O:41][CH3:42])[CH2:11]1)=[O:9])([CH3:6])([CH3:5])[CH3:4]. The yield is 0.880. (3) The reactants are [N+:1]([C:4]1[CH:5]=[C:6]2[C:10](=[CH:11][CH:12]=1)[NH:9][CH:8]=[CH:7]2)([O-:3])=[O:2].[C:13]1(=O)[NH:17][C:16](=O)C2=CC=CC=C12.[C:24](Cl)(=[O:28])[C:25](Cl)=[O:26].CNC.C1COCC1. The catalyst is CCOCC. The product is [CH3:16][N:17]([CH3:13])[C:24](=[O:28])[C:25]([C:7]1[C:6]2[C:10](=[CH:11][CH:12]=[C:4]([N+:1]([O-:3])=[O:2])[CH:5]=2)[NH:9][CH:8]=1)=[O:26]. The yield is 0.650. (4) The reactants are [NH:1]1[C:5]2[CH:6]=[CH:7][CH:8]=[CH:9][C:4]=2[N:3]=[C:2]1[NH2:10].[C:11](N1C=CN=C1)([N:13]1[CH:17]=[CH:16][N:15]=[CH:14]1)=[S:12]. The catalyst is C(#N)C. The product is [NH:1]1[C:5]2[CH:6]=[CH:7][CH:8]=[CH:9][C:4]=2[N:3]=[C:2]1[NH:10][C:11]([N:13]1[CH:17]=[CH:16][N:15]=[CH:14]1)=[S:12]. The yield is 0.770. (5) The yield is 0.0500. The product is [F:8][C:7]1[CH:6]=[CH:5][C:4]([C:9]2[N:13]3[CH:14]=[CH:15][C:16]([C:19]([OH:22])([CH3:21])[CH3:20])=[C:17]([F:18])[C:12]3=[N:11][CH:10]=2)=[CH:3][C:2]=1[C:29]1[CH:30]=[CH:31][C:26]([C:23](=[O:25])[CH3:24])=[CH:27][CH:28]=1. The catalyst is C1C=CC(/C=C/C(/C=C/C2C=CC=CC=2)=O)=CC=1.C1C=CC(/C=C/C(/C=C/C2C=CC=CC=2)=O)=CC=1.C1C=CC(/C=C/C(/C=C/C2C=CC=CC=2)=O)=CC=1.[Pd].[Pd].O1CCOCC1.O1CCOCC1.O. The reactants are Cl[C:2]1[CH:3]=[C:4]([C:9]2[N:13]3[CH:14]=[CH:15][C:16]([C:19]([OH:22])([CH3:21])[CH3:20])=[C:17]([F:18])[C:12]3=[N:11][CH:10]=2)[CH:5]=[CH:6][C:7]=1[F:8].[C:23]([C:26]1[CH:31]=[CH:30][C:29](B(O)O)=[CH:28][CH:27]=1)(=[O:25])[CH3:24].P([O-])([O-])([O-])=O.[K+].[K+].[K+].C(P(C(C)(C)C)C(C)(C)C)(C)(C)C. (6) The reactants are [CH2:1]([O:3][C:4](=[O:18])[CH2:5][O:6][C@@H:7]([CH3:17])[CH2:8][NH:9]C(OC(C)(C)C)=O)[CH3:2].[ClH:19]. The catalyst is C(OCC)(=O)C. The product is [ClH:19].[CH2:1]([O:3][C:4](=[O:18])[CH2:5][O:6][C@@H:7]([CH3:17])[CH2:8][NH2:9])[CH3:2]. The yield is 0.760. (7) The reactants are [N:1]1([CH2:7][C:8]2[CH:13]=[CH:12][C:11]([C:14]3[CH:27]=[N:26][C:17]4[NH:18][C:19]5[CH:24]=[N:23][C:22]([NH2:25])=[CH:21][C:20]=5[C:16]=4[CH:15]=3)=[CH:10][CH:9]=2)[CH2:6][CH2:5][CH2:4][CH2:3][CH2:2]1.[C:28](Cl)(=[O:32])[CH:29]([CH3:31])[CH3:30].CCN(C(C)C)C(C)C.C(=O)(O)[O-].[Na+]. The catalyst is C(Cl)Cl.CO.O. The product is [N:1]1([CH2:7][C:8]2[CH:13]=[CH:12][C:11]([C:14]3[CH:27]=[N:26][C:17]4[NH:18][C:19]5[CH:24]=[N:23][C:22]([NH:25][C:28](=[O:32])[CH:29]([CH3:31])[CH3:30])=[CH:21][C:20]=5[C:16]=4[CH:15]=3)=[CH:10][CH:9]=2)[CH2:6][CH2:5][CH2:4][CH2:3][CH2:2]1. The yield is 0.120. (8) The reactants are [Br:1][C:2]1[CH:3]=[C:4]2[C:10](I)=[CH:9][N:8]([S:12]([C:15]3[CH:21]=[CH:20][C:18]([CH3:19])=[CH:17][CH:16]=3)(=[O:14])=[O:13])[C:5]2=[N:6][CH:7]=1.N1[C:30]2[C:25](=[CH:26][C:27](B(O)O)=[CH:28][CH:29]=2)C=C1.C([O-])([O-])=[O:35].[Na+].[Na+]. The catalyst is CC#N.Cl[Pd](Cl)([P](C1C=CC=CC=1)(C1C=CC=CC=1)C1C=CC=CC=1)[P](C1C=CC=CC=1)(C1C=CC=CC=1)C1C=CC=CC=1. The product is [Br:1][C:2]1[CH:3]=[C:4]2[C:10]([C:30]3[CH:25]=[CH:26][C:27]([OH:35])=[CH:28][CH:29]=3)=[CH:9][N:8]([S:12]([C:15]3[CH:21]=[CH:20][C:18]([CH3:19])=[CH:17][CH:16]=3)(=[O:14])=[O:13])[C:5]2=[N:6][CH:7]=1. The yield is 0.630. (9) The product is [CH:26]1[C:12]2[C:11]#[C:10][C:17]3[CH:18]=[CH:19][CH:20]=[CH:21][C:16]=3[CH2:15][CH:14]([OH:22])[C:13]=2[CH:23]=[CH:24][CH:25]=1. The reactants are C([N-]C(C)C)(C)C.[Li+].Br[CH:10]1[C:17]2[CH:18]=[CH:19][CH:20]=[CH:21][C:16]=2[CH2:15][CH:14]([OH:22])[C:13]2[CH:23]=[CH:24][CH:25]=[CH:26][C:12]=2[CH:11]1Br. The catalyst is O1CCCC1. The yield is 0.600. (10) The reactants are [CH3:1][O:2][CH2:3][CH2:4][CH2:5][O:6][C:7]1[CH:12]=[CH:11][N:10]=[C:9]([CH2:13][S:14][C:15]2[NH:19][C:18]3[CH:20]=[CH:21][CH:22]=[CH:23][C:17]=3[N:16]=2)[C:8]=1[CH3:24].CC1C([O:43]CC(F)(F)F)=CC=NC=1CSC1NC2C=CC=CC=2N=1. No catalyst specified. The product is [CH3:24][C:8]1[C:9]([CH2:13][S+:14]([O-:43])[C:15]2[NH:19][C:18]3[CH:20]=[CH:21][CH:22]=[CH:23][C:17]=3[N:16]=2)=[N:10][CH:11]=[CH:12][C:7]=1[O:6][CH2:5][CH2:4][CH2:3][O:2][CH3:1]. The yield is 0.750.